This data is from Reaction yield outcomes from USPTO patents with 853,638 reactions. The task is: Predict the reaction yield, written as a fraction of the theoretical maximum amount of product (1.0 means a 100% yield; for example, 0.34 means a 34% yield). (1) The reactants are [C:1]([O:5][C:6](=[O:15])[CH2:7]/[N:8]=[CH:9]/[CH2:10][C:11]([CH3:14])([CH3:13])[CH3:12])([CH3:4])([CH3:3])[CH3:2].[Cl:16][C:17]1[C:18]([F:35])=[C:19](/[CH:23]=[C:24](/[C:27]2[CH:32]=[CH:31][C:30]([Cl:33])=[CH:29][C:28]=2[Cl:34])\[C:25]#[N:26])[CH:20]=[CH:21][CH:22]=1.C(N(CC)CC)C. The catalyst is ClCCl. The product is [C:1]([O:5][C:6]([CH:7]1[CH:23]([C:19]2[CH:20]=[CH:21][CH:22]=[C:17]([Cl:16])[C:18]=2[F:35])[C:24]([C:25]#[N:26])([C:27]2[CH:32]=[CH:31][C:30]([Cl:33])=[CH:29][C:28]=2[Cl:34])[CH:9]([CH2:10][C:11]([CH3:14])([CH3:13])[CH3:12])[NH:8]1)=[O:15])([CH3:4])([CH3:3])[CH3:2]. The yield is 0.660. (2) The product is [CH:5]([O:8][C:9]1[CH:14]=[CH:13][C:12]([C:15]([N:17]2[CH2:18][CH2:19][C:20]3([N:27]([C:1](=[O:3])[CH3:2])[CH2:26][CH2:25][N:24]4[C:28]([C:31]([F:34])([F:33])[F:32])=[CH:29][CH:30]=[C:23]34)[CH2:21][CH2:22]2)=[O:16])=[CH:11][C:10]=1[O:35][CH3:36])([CH3:7])[CH3:6]. The reactants are [C:1](Cl)(=[O:3])[CH3:2].[CH:5]([O:8][C:9]1[CH:14]=[CH:13][C:12]([C:15]([N:17]2[CH2:22][CH2:21][C:20]3([NH:27][CH2:26][CH2:25][N:24]4[C:28]([C:31]([F:34])([F:33])[F:32])=[CH:29][CH:30]=[C:23]34)[CH2:19][CH2:18]2)=[O:16])=[CH:11][C:10]=1[O:35][CH3:36])([CH3:7])[CH3:6]. The yield is 0.530. The catalyst is N1C=CC=CC=1.